Dataset: Forward reaction prediction with 1.9M reactions from USPTO patents (1976-2016). Task: Predict the product of the given reaction. (1) Given the reactants [F:1][C:2]1[C:11]2[C:6](=[CH:7][CH:8]=[CH:9][CH:10]=2)[C:5]([OH:12])=[CH:4][CH:3]=1.[C:13](=O)([O-])[O-].[K+].[K+].S(OC)(OC)(=O)=O, predict the reaction product. The product is: [F:1][C:2]1[C:11]2[C:6](=[CH:7][CH:8]=[CH:9][CH:10]=2)[C:5]([O:12][CH3:13])=[CH:4][CH:3]=1. (2) The product is: [F:36][C:33]1[CH:34]=[CH:35][C:30]([CH2:29][N:19]2[CH2:20][CH2:21][C:16]3([O:15][C:14]4[C:24]5[C:10]([C:11](=[O:27])[C:12](=[O:26])[C:13]=4[S:23][CH2:22]3)=[CH:9][CH:8]=[C:7]([C:1]3[CH:2]=[CH:3][CH:4]=[CH:5][CH:6]=3)[CH:25]=5)[CH2:17][CH2:18]2)=[CH:31][CH:32]=1. Given the reactants [C:1]1([C:7]2[CH:25]=[C:24]3[C:10]([C:11](=[O:27])[C:12](=[O:26])[C:13]4[S:23][CH2:22][C:16]5([CH2:21][CH2:20][NH:19][CH2:18][CH2:17]5)[O:15][C:14]=43)=[CH:9][CH:8]=2)[CH:6]=[CH:5][CH:4]=[CH:3][CH:2]=1.Br[CH2:29][C:30]1[CH:35]=[CH:34][C:33]([F:36])=[CH:32][CH:31]=1, predict the reaction product. (3) Given the reactants C[Mg]Cl.[Cl:4][C:5]1[CH:6]=[C:7](Cl)[C:8]2[C:9](=[CH:11][S:12][CH:13]=2)[N:10]=1.[CH3:15]N1CCCC1=O, predict the reaction product. The product is: [Cl:4][C:5]1[CH:6]=[C:7]([CH3:15])[C:8]2[C:9](=[CH:11][S:12][CH:13]=2)[N:10]=1.